This data is from Reaction yield outcomes from USPTO patents with 853,638 reactions. The task is: Predict the reaction yield, written as a fraction of the theoretical maximum amount of product (1.0 means a 100% yield; for example, 0.34 means a 34% yield). (1) The reactants are [CH3:1][O:2][C:3]1[CH:12]=[CH:11][C:10]2[NH:9][C:8](=O)[C:7]([C:14]3[CH:19]=[CH:18][CH:17]=[CH:16][CH:15]=3)=[N:6][C:5]=2[C:4]=1[C:20]([O:22][CH3:23])=[O:21].P(Cl)(Cl)([Cl:26])=O. No catalyst specified. The product is [Cl:26][C:8]1[C:7]([C:14]2[CH:19]=[CH:18][CH:17]=[CH:16][CH:15]=2)=[N:6][C:5]2[C:4]([C:20]([O:22][CH3:23])=[O:21])=[C:3]([O:2][CH3:1])[CH:12]=[CH:11][C:10]=2[N:9]=1. The yield is 0.664. (2) The reactants are [F:1][C:2]1[CH:23]=[CH:22][C:5]([CH:6]=[C:7]2[C:16](=O)[C:15]3[C:10](=[CH:11][C:12]([C:18]([O:20]C)=[O:19])=[CH:13][CH:14]=3)[O:9][CH2:8]2)=[CH:4][CH:3]=1.Cl.[Cl:25][C:26]1[CH:33]=[C:32]([NH:34][NH2:35])[CH:31]=[CH:30][C:27]=1[C:28]#[N:29].O1CCCC1. No catalyst specified. The product is [Cl:25][C:26]1[CH:33]=[C:32]([N:34]2[CH:6]([C:5]3[CH:4]=[CH:3][C:2]([F:1])=[CH:23][CH:22]=3)[CH:7]3[CH2:8][O:9][C:10]4[CH:11]=[C:12]([C:18]([OH:20])=[O:19])[CH:13]=[CH:14][C:15]=4[C:16]3=[N:35]2)[CH:31]=[CH:30][C:27]=1[C:28]#[N:29]. The yield is 0.180. (3) The reactants are C([O:8][C:9]([C:11]1([C:20]#[N:21])[CH2:13][C:12]1([CH2:17][CH2:18][CH3:19])[CH2:14][CH2:15][CH3:16])=[O:10])C1C=CC=CC=1. The catalyst is CO.Cl.[Pt](=O)=O. The product is [NH2:21][CH2:20][C:11]1([C:9]([OH:10])=[O:8])[CH2:13][C:12]1([CH2:14][CH2:15][CH3:16])[CH2:17][CH2:18][CH3:19]. The yield is 0.180. (4) The reactants are [CH3:1][N:2]([C:4]([NH2:6])=[O:5])[NH2:3].[F:7][C:8]1[CH:17]=[C:16]2[C:11]([CH:12]=[CH:13][CH:14]=[N:15]2)=[CH:10][C:9]=1[CH2:18][C:19]1[N:23]2[N:24]=[C:25]([C:28](=O)[CH3:29])[CH:26]=[CH:27][C:22]2=[N:21][CH:20]=1. No catalyst specified. The product is [F:7][C:8]1[CH:17]=[C:16]2[C:11]([CH:12]=[CH:13][CH:14]=[N:15]2)=[CH:10][C:9]=1[CH2:18][C:19]1[N:23]2[N:24]=[C:25](/[C:28](=[N:3]/[N:2]([CH3:1])[C:4]([NH2:6])=[O:5])/[CH3:29])[CH:26]=[CH:27][C:22]2=[N:21][CH:20]=1. The yield is 0.210. (5) The reactants are [NH2:1][C:2]1[CH:3]=[N:4][CH:5]=[CH:6][CH:7]=1.Cl.[N:9]([O-])=O.[Na+].C([O-])(=O)C.[Na+].[CH3:18][O:19][CH2:20][C:21](=[O:27])[CH2:22][C:23]([O:25][CH3:26])=[O:24]. The catalyst is O.CCO. The product is [CH3:18][O:19][CH2:20][C:21](=[O:27])[C:22](=[N:9][NH:1][C:2]1[CH:3]=[N:4][CH:5]=[CH:6][CH:7]=1)[C:23]([O:25][CH3:26])=[O:24]. The yield is 0.970. (6) The reactants are C([O:3][C:4]([CH:6]([CH2:22][C:23]1[CH:28]=[CH:27][CH:26]=[CH:25][C:24]=1[N+:29]([O-])=O)[CH2:7][N:8]1[CH2:13][CH2:12][C:11]2([C:21]3[C:16](=[CH:17][CH:18]=[CH:19][CH:20]=3)[CH2:15][CH2:14]2)[CH2:10][CH2:9]1)=O)C. The catalyst is [Pd].CO. The product is [O:3]=[C:4]1[CH:6]([CH2:7][N:8]2[CH2:13][CH2:12][C:11]3([C:21]4[C:16](=[CH:17][CH:18]=[CH:19][CH:20]=4)[CH2:15][CH2:14]3)[CH2:10][CH2:9]2)[CH2:22][C:23]2[C:24](=[CH:25][CH:26]=[CH:27][CH:28]=2)[NH:29]1. The yield is 0.680.